This data is from Full USPTO retrosynthesis dataset with 1.9M reactions from patents (1976-2016). The task is: Predict the reactants needed to synthesize the given product. Given the product [CH2:1]([N:3]([CH2:37][CH3:38])[CH2:4][CH2:5][CH2:6][NH:7][C:8]1[N:9]=[C:10]([C:27]2[CH:28]=[C:29]([CH:33]=[CH:34][C:35]=2[CH3:36])[C:30]([NH:75][C:74]2[CH:76]=[CH:77][C:71]([F:70])=[CH:72][CH:73]=2)=[O:31])[C:11]2[CH:17]=[CH:16][C:15](=[O:18])[N:14]([C:19]3[C:20]([F:26])=[CH:21][CH:22]=[CH:23][C:24]=3[F:25])[C:12]=2[N:13]=1)[CH3:2], predict the reactants needed to synthesize it. The reactants are: [CH2:1]([N:3]([CH2:37][CH3:38])[CH2:4][CH2:5][CH2:6][NH:7][C:8]1[N:9]=[C:10]([C:27]2[CH:28]=[C:29]([CH:33]=[CH:34][C:35]=2[CH3:36])[C:30](O)=[O:31])[C:11]2[CH:17]=[CH:16][C:15](=[O:18])[N:14]([C:19]3[C:24]([F:25])=[CH:23][CH:22]=[CH:21][C:20]=3[F:26])[C:12]=2[N:13]=1)[CH3:2].CN(C(ON1N=NC2C=CC=CC1=2)=[N+](C)C)C.F[P-](F)(F)(F)(F)F.C(N(CC)CC)C.[F:70][C:71]1[CH:77]=[CH:76][C:74]([NH2:75])=[CH:73][CH:72]=1.